From a dataset of Catalyst prediction with 721,799 reactions and 888 catalyst types from USPTO. Predict which catalyst facilitates the given reaction. (1) Reactant: Br[C:2]1[N:3]=[C:4]([CH3:8])[N:5]([CH3:7])[CH:6]=1.[Cl:9][C:10]1[CH:15]=[CH:14][C:13](B(O)O)=[CH:12][CH:11]=1.CC([O-])=O.[K+]. Product: [Cl:9][C:10]1[CH:15]=[CH:14][C:13]([C:2]2[N:3]=[C:4]([CH3:8])[N:5]([CH3:7])[CH:6]=2)=[CH:12][CH:11]=1. The catalyst class is: 294. (2) Reactant: [Cl:1][C:2]1[CH:10]=[CH:9][C:5]([C:6](Cl)=[O:7])=[CH:4][CH:3]=1.[NH:11]([C:13](=[O:24])[C@@H:14]([NH:16][C:17](=[O:23])[O:18][C:19]([CH3:22])([CH3:21])[CH3:20])[CH3:15])[NH2:12]. Product: [Cl:1][C:2]1[CH:10]=[CH:9][C:5]([C:6]([NH:12][NH:11][C:13](=[O:24])[C@@H:14]([NH:16][C:17](=[O:23])[O:18][C:19]([CH3:21])([CH3:20])[CH3:22])[CH3:15])=[O:7])=[CH:4][CH:3]=1. The catalyst class is: 2.